From a dataset of Reaction yield outcomes from USPTO patents with 853,638 reactions. Predict the reaction yield, written as a fraction of the theoretical maximum amount of product (1.0 means a 100% yield; for example, 0.34 means a 34% yield). (1) The reactants are [CH:1]1[C:10]2[C:5](=[CH:6][CH:7]=[CH:8][CH:9]=2)[CH:4]=[CH:3][N+:2]=1[O-].P(Cl)(Cl)([Cl:14])=O. The catalyst is C(Cl)(Cl)Cl. The product is [Cl:14][C:1]1[C:10]2[C:5](=[CH:6][CH:7]=[CH:8][CH:9]=2)[CH:4]=[CH:3][N:2]=1. The yield is 0.449. (2) The reactants are [C:1](Cl)(=[O:3])[CH3:2].Cl.[Br:6][C:7]1[CH:8]=[CH:9][C:10]([F:15])=[C:11]([CH:14]=1)[CH2:12][NH2:13].C(N(C(C)C)CC)(C)C. The catalyst is ClCCl.C(OCC)C. The product is [Br:6][C:7]1[CH:8]=[CH:9][C:10]([F:15])=[C:11]([CH:14]=1)[CH2:12][NH:13][C:1](=[O:3])[CH3:2]. The yield is 0.960. (3) The reactants are [NH2:1][C@@H:2]([C:4](O)=[O:5])[CH3:3].[H-].[H-].[H-].[H-].[Li+].[Al+3].C1COCC1.[CH3:30][C:29]([O:28][C:26](O[C:26]([O:28][C:29]([CH3:32])([CH3:31])[CH3:30])=[O:27])=[O:27])([CH3:32])[CH3:31]. The catalyst is C(Cl)Cl. The product is [C:26]([C@@H:4]([OH:5])[CH:2]([NH2:1])[CH3:3])([O:28][C:29]([CH3:30])([CH3:31])[CH3:32])=[O:27]. The yield is 0.630. (4) The reactants are CC1C=CC2C(=CC=CC=2N2CCN(CCC3C=C(C=CC=3)N)CC2)N=1.[Cl:27][C:28]1[CH:37]=[C:36]2[C:31]([CH:32]=[CH:33][C:34]([CH3:38])=[N:35]2)=[C:30]([N:39]2[CH2:44][CH2:43][N:42]([CH2:45][CH2:46][C:47]3[CH:52]=[CH:51][CH:50]=[C:49]([N+:53]([O-])=O)[CH:48]=3)[CH2:41][CH2:40]2)[CH:29]=1. No catalyst specified. The product is [Cl:27][C:28]1[CH:37]=[C:36]2[C:31]([CH:32]=[CH:33][C:34]([CH3:38])=[N:35]2)=[C:30]([N:39]2[CH2:40][CH2:41][N:42]([CH2:45][CH2:46][C:47]3[CH:48]=[C:49]([CH:50]=[CH:51][CH:52]=3)[NH2:53])[CH2:43][CH2:44]2)[CH:29]=1. The yield is 0.920. (5) The reactants are [NH:1]1[C:9]2[C:4](=[CH:5][CH:6]=[CH:7][CH:8]=2)[CH2:3][CH2:2]1.Br[CH2:11][CH2:12][OH:13].C(N(C(C)C)CC)(C)C. The catalyst is C1COCC1. The product is [N:1]1([CH2:11][CH2:12][OH:13])[C:9]2[C:4](=[CH:5][CH:6]=[CH:7][CH:8]=2)[CH2:3][CH2:2]1. The yield is 0.670.